From a dataset of Catalyst prediction with 721,799 reactions and 888 catalyst types from USPTO. Predict which catalyst facilitates the given reaction. (1) The catalyst class is: 2. Product: [Cl:1][C:2]1[CH:3]=[CH:4][C:5]([CH2:8][C:9]([C:11]2[CH:12]=[N:13][CH:14]=[CH:15][C:16]=2[C:17]([O:19][CH3:20])=[O:18])=[O:10])=[CH:6][CH:7]=1. Reactant: [Cl:1][C:2]1[CH:7]=[CH:6][C:5]([CH:8](C(OC(C)(C)C)=O)[C:9]([C:11]2[CH:12]=[N:13][CH:14]=[CH:15][C:16]=2[C:17]([O:19][CH3:20])=[O:18])=[O:10])=[CH:4][CH:3]=1.C(O)(C(F)(F)F)=O. (2) Reactant: [C:1](N1C=CN=C1)(N1C=CN=C1)=[O:2].[NH2:13][C:14]1[C:19]([CH2:20][NH:21][CH2:22][CH2:23][O:24][CH3:25])=[CH:18][C:17]([Br:26])=[CH:16][N:15]=1. Product: [Br:26][C:17]1[CH:16]=[N:15][C:14]2[NH:13][C:1](=[O:2])[N:21]([CH2:22][CH2:23][O:24][CH3:25])[CH2:20][C:19]=2[CH:18]=1. The catalyst class is: 26. (3) Reactant: [CH2:1]([O:3][C:4]1[CH:5]=[C:6]([C@H:12]([N:18]2[C:26](=[O:27])[C:25]3[C:20](=[CH:21][CH:22]=[CH:23][C:24]=3[NH:28][C:29]([CH:31]3[CH2:33][CH2:32]3)=[O:30])[CH2:19]2)[CH2:13][C:14](=[O:17])[NH:15][OH:16])[CH:7]=[CH:8][C:9]=1[O:10][CH3:11])[CH3:2].[C:34](OC(=O)C)(=[O:36])[CH3:35].CCOCC.CCCCCC. Product: [C:34]([O:16][NH:15][C:14]([CH2:13][C@@H:12]([N:18]1[C:26](=[O:27])[C:25]2[C:20](=[CH:21][CH:22]=[CH:23][C:24]=2[NH:28][C:29]([CH:31]2[CH2:33][CH2:32]2)=[O:30])[CH2:19]1)[C:6]1[CH:7]=[CH:8][C:9]([O:10][CH3:11])=[C:4]([O:3][CH2:1][CH3:2])[CH:5]=1)=[O:17])(=[O:36])[CH3:35]. The catalyst class is: 291. (4) Reactant: FC(F)(F)C([N:5]1[CH2:11][CH2:10][C:9]2[CH:12]=[C:13]([O:16][CH:17]3[CH2:22][CH2:21][N:20]([C:23]([O:25][C:26]([CH3:29])([CH3:28])[CH3:27])=[O:24])[CH2:19][CH2:18]3)[CH:14]=[CH:15][C:8]=2[CH2:7][CH2:6]1)=O.C(=O)([O-])[O-].[K+].[K+].ClCCl. Product: [CH2:7]1[C:8]2[CH:15]=[CH:14][C:13]([O:16][CH:17]3[CH2:18][CH2:19][N:20]([C:23]([O:25][C:26]([CH3:29])([CH3:28])[CH3:27])=[O:24])[CH2:21][CH2:22]3)=[CH:12][C:9]=2[CH2:10][CH2:11][NH:5][CH2:6]1. The catalyst class is: 24.